Task: Predict the reactants needed to synthesize the given product.. Dataset: Full USPTO retrosynthesis dataset with 1.9M reactions from patents (1976-2016) (1) Given the product [CH3:27][O:26][C:21]1[CH:22]=[CH:23][CH:24]=[CH:25][C:20]=1[CH2:19][O:18][CH2:17][CH2:16][CH2:15][O:14][C:11]1[CH:12]=[CH:13][C:8]([CH:7]2[CH2:6][CH2:5][NH:4][CH2:3][CH:2]2[O:1][CH2:36][C:37]2[CH:38]=[CH:39][C:40]3[S:45][CH2:44][CH2:43][N:42]([CH2:47][CH2:48][CH2:49][O:50][CH3:51])[C:41]=3[CH:52]=2)=[CH:9][CH:10]=1, predict the reactants needed to synthesize it. The reactants are: [OH:1][CH:2]1[CH:7]([C:8]2[CH:13]=[CH:12][C:11]([O:14][CH2:15][CH2:16][CH2:17][O:18][CH2:19][C:20]3[CH:25]=[CH:24][CH:23]=[CH:22][C:21]=3[O:26][CH3:27])=[CH:10][CH:9]=2)[CH2:6][CH2:5][N:4](C(OC(C)(C)C)=O)[CH2:3]1.Cl[CH2:36][C:37]1[CH:38]=[CH:39][C:40]2[S:45][CH2:44][C:43](=O)[N:42]([CH2:47][CH2:48][CH2:49][O:50][CH3:51])[C:41]=2[CH:52]=1. (2) The reactants are: [Br:1][C:2]1[CH:3]=[C:4]([CH2:9][C:10](=[O:14])[C:11]([OH:13])=[O:12])[CH:5]=[CH:6][C:7]=1[Br:8].C(N(CC)CC)C.[OH-].[Na+].C(OC)(C)(C)C. Given the product [Br:1][C:2]1[CH:3]=[C:4]([CH2:9][C@@H:10]([OH:14])[C:11]([OH:13])=[O:12])[CH:5]=[CH:6][C:7]=1[Br:8], predict the reactants needed to synthesize it. (3) Given the product [CH3:27][O:28][C:29](=[O:39])[CH2:30][C:31]1[CH:32]=[CH:33][C:34]([CH2:37][O:8][C:6]2[CH:7]=[C:2]([Cl:1])[CH:3]=[CH:4][C:5]=2[C:9]2[N:13]([CH2:14][CH:15]3[CH2:16][CH2:17][CH2:18][CH2:19][CH2:20]3)[C:12]3[CH:21]=[C:22]([F:26])[C:23]([F:25])=[CH:24][C:11]=3[N:10]=2)=[CH:35][CH:36]=1, predict the reactants needed to synthesize it. The reactants are: [Cl:1][C:2]1[CH:3]=[CH:4][C:5]([C:9]2[N:13]([CH2:14][CH:15]3[CH2:20][CH2:19][CH2:18][CH2:17][CH2:16]3)[C:12]3[CH:21]=[C:22]([F:26])[C:23]([F:25])=[CH:24][C:11]=3[N:10]=2)=[C:6]([OH:8])[CH:7]=1.[CH3:27][O:28][C:29](=[O:39])[CH2:30][C:31]1[CH:36]=[CH:35][C:34]([CH2:37]Br)=[CH:33][CH:32]=1. (4) Given the product [I:3][C:4]1[N:8]([C:10]([O:12][C:13]([CH3:16])([CH3:15])[CH3:14])=[O:11])[C:7]([CH3:9])=[N:6][CH:5]=1, predict the reactants needed to synthesize it. The reactants are: N#N.[I:3][C:4]1[NH:8][C:7]([CH3:9])=[N:6][CH:5]=1.[C:10](O[C:10]([O:12][C:13]([CH3:16])([CH3:15])[CH3:14])=[O:11])([O:12][C:13]([CH3:16])([CH3:15])[CH3:14])=[O:11].CCN(CC)CC. (5) Given the product [CH2:19]([N:14]1[CH2:15][CH2:16][C:17](=[O:18])[CH:12]([CH2:10][CH2:26][CH2:27][CH3:28])[CH2:13]1)[C:20]1[CH:21]=[CH:22][CH:23]=[CH:24][CH:25]=1, predict the reactants needed to synthesize it. The reactants are: C(=O)([O-])[O-].[K+].[K+].C(O[C:10]([CH:12]1[C:17](=[O:18])[CH2:16][CH2:15][N:14]([CH2:19][C:20]2[CH:25]=[CH:24][CH:23]=[CH:22][CH:21]=2)[CH2:13]1)=O)C.[CH2:26](I)[CH2:27][CH2:28]C. (6) Given the product [Si:12]([O:1][CH2:2][C:3]1[N:4]=[CH:5][NH:6][C:7]=1[C:8]([O:10][CH3:11])=[O:9])([C:25]([CH3:28])([CH3:27])[CH3:26])([C:19]1[CH:20]=[CH:21][CH:22]=[CH:23][CH:24]=1)[C:13]1[CH:18]=[CH:17][CH:16]=[CH:15][CH:14]=1, predict the reactants needed to synthesize it. The reactants are: [OH:1][CH2:2][C:3]1[N:4]=[CH:5][NH:6][C:7]=1[C:8]([O:10][CH3:11])=[O:9].[Si:12](Cl)([C:25]([CH3:28])([CH3:27])[CH3:26])([C:19]1[CH:24]=[CH:23][CH:22]=[CH:21][CH:20]=1)[C:13]1[CH:18]=[CH:17][CH:16]=[CH:15][CH:14]=1.N1C=CN=C1.O. (7) The reactants are: [C:1]([C:3]1[CH:8]=[CH:7][C:6]([CH:9]2[CH2:14][CH2:13][N:12]([C:15]([O:17][C:18]([CH3:21])([CH3:20])[CH3:19])=[O:16])[CH2:11][CH:10]2[OH:22])=[CH:5][CH:4]=1)#[N:2].Br[CH2:24][C:25]1[CH:34]=[CH:33][C:32]2[C:27](=[CH:28][CH:29]=[CH:30][CH:31]=2)[CH:26]=1. Given the product [C:1]([C:3]1[CH:8]=[CH:7][C:6]([CH:9]2[CH2:14][CH2:13][N:12]([C:15]([O:17][C:18]([CH3:19])([CH3:21])[CH3:20])=[O:16])[CH2:11][CH:10]2[O:22][CH2:24][C:25]2[CH:34]=[CH:33][C:32]3[C:27](=[CH:28][CH:29]=[CH:30][CH:31]=3)[CH:26]=2)=[CH:5][CH:4]=1)#[N:2], predict the reactants needed to synthesize it. (8) Given the product [NH2:24][C:15]1[N:14]=[C:13]([O:12][CH2:8][CH2:9][CH2:10][CH3:11])[N:21]=[C:20]2[C:16]=1[N:17]=[C:18]([O:22][CH3:23])[N:19]2[CH2:32][CH2:33][CH2:34][CH:35]1[CH2:40][CH2:39][CH2:38][CH2:37][N:36]1[C:41]([O:43][CH2:44][C:45]1[CH:46]=[CH:47][CH:48]=[CH:49][CH:50]=1)=[O:42], predict the reactants needed to synthesize it. The reactants are: FC(F)(F)C(O)=O.[CH2:8]([O:12][C:13]1[N:21]=[C:20]2[C:16]([N:17]=[C:18]([O:22][CH3:23])[NH:19]2)=[C:15]([NH2:24])[N:14]=1)[CH2:9][CH2:10][CH3:11].C(=O)([O-])[O-].[K+].[K+].Br[CH2:32][CH2:33][CH2:34][CH:35]1[CH2:40][CH2:39][CH2:38][CH2:37][N:36]1[C:41]([O:43][CH2:44][C:45]1[CH:50]=[CH:49][CH:48]=[CH:47][CH:46]=1)=[O:42]. (9) Given the product [Cl:1][C:2]1[C:7]([N:8]2[CH2:13][CH2:12][O:11][CH:10]([CH2:14][OH:15])[CH2:9]2)=[CH:6][C:5]([C:16]#[N:17])=[CH:4][C:3]=1[NH:18][C:19]1[N:24]=[C:23]([NH:25][CH:35]2[CH2:36][CH2:37]2)[C:22]2=[N:38][CH:39]=[C:40]([C:41]#[N:42])[N:21]2[N:20]=1, predict the reactants needed to synthesize it. The reactants are: [Cl:1][C:2]1[C:7]([N:8]2[CH2:13][CH2:12][O:11][CH:10]([CH2:14][OH:15])[CH2:9]2)=[CH:6][C:5]([C:16]#[N:17])=[CH:4][C:3]=1[NH:18][C:19]1[N:24]=[C:23]([N:25]([CH:35]2[CH2:37][CH2:36]2)CC2C=CC(OC)=CC=2)[C:22]2=[N:38][CH:39]=[C:40]([C:41]#[N:42])[N:21]2[N:20]=1.C1(OC)C=CC=CC=1.FC(F)(F)C(O)=O.FC(F)(F)C([O-])=O.